This data is from Catalyst prediction with 721,799 reactions and 888 catalyst types from USPTO. The task is: Predict which catalyst facilitates the given reaction. Reactant: Cl.C(OC(=O)[NH:8][CH2:9][CH2:10][O:11][C:12]1[CH:17]=[CH:16][C:15]([C:18]2[O:22][C:21]([CH2:23][NH:24][C:25](=[O:28])[CH2:26][CH3:27])=[N:20][C:19]=2[C:29]2[CH:34]=[CH:33][C:32]([O:35][CH3:36])=[CH:31][CH:30]=2)=[CH:14][CH:13]=1)(C)(C)C. Product: [NH2:8][CH2:9][CH2:10][O:11][C:12]1[CH:17]=[CH:16][C:15]([C:18]2[O:22][C:21]([CH2:23][NH:24][C:25](=[O:28])[CH2:26][CH3:27])=[N:20][C:19]=2[C:29]2[CH:30]=[CH:31][C:32]([O:35][CH3:36])=[CH:33][CH:34]=2)=[CH:14][CH:13]=1. The catalyst class is: 346.